From a dataset of Reaction yield outcomes from USPTO patents with 853,638 reactions. Predict the reaction yield, written as a fraction of the theoretical maximum amount of product (1.0 means a 100% yield; for example, 0.34 means a 34% yield). (1) The reactants are F[C:2]1[CH:11]=[CH:10][C:5]([C:6]([O:8][CH3:9])=[O:7])=[CH:4][C:3]=1[N+:12]([O-:14])=[O:13].[NH:15]1[CH2:20][CH2:19][CH2:18][CH2:17][CH:16]1[C:21]([O:23][CH3:24])=[O:22].C([O-])([O-])=O.[Cs+].[Cs+]. The catalyst is CN(C=O)C. The product is [CH3:9][O:8][C:6]([C:5]1[CH:10]=[CH:11][C:2]([N:15]2[CH2:20][CH2:19][CH2:18][CH2:17][CH:16]2[C:21]([O:23][CH3:24])=[O:22])=[C:3]([N+:12]([O-:14])=[O:13])[CH:4]=1)=[O:7]. The yield is 0.900. (2) The reactants are [CH3:1][C:2]1([CH3:34])[S:7][CH2:6][CH2:5][N:4]([S:8]([C:11]2[CH:16]=[CH:15][C:14]([O:17][CH2:18][C:19]#[C:20][CH2:21][CH2:22][O:23][CH:24]3[CH2:29][CH2:28][CH2:27][CH2:26][O:25]3)=[CH:13][CH:12]=2)(=[O:10])=[O:9])[CH:3]1[C:30]([O:32]C)=[O:31].[OH-].[Na+].CO. The catalyst is C1COCC1. The product is [CH3:1][C:2]1([CH3:34])[S:7][CH2:6][CH2:5][N:4]([S:8]([C:11]2[CH:12]=[CH:13][C:14]([O:17][CH2:18][C:19]#[C:20][CH2:21][CH2:22][O:23][CH:24]3[CH2:29][CH2:28][CH2:27][CH2:26][O:25]3)=[CH:15][CH:16]=2)(=[O:10])=[O:9])[CH:3]1[C:30]([OH:32])=[O:31]. The yield is 0.840. (3) The reactants are [C:1]([O:5][C:6]([NH:8][C@@H:9]([C@H:21]([CH3:29])[CH2:22][CH:23]([CH3:28])[CH2:24][CH2:25][CH:26]=[CH2:27])[C:10]([N:12]1[CH2:16][C@H:15]([OH:17])[CH2:14][C@H:13]1[C:18](O)=[O:19])=[O:11])=[O:7])([CH3:4])([CH3:3])[CH3:2].CN(C(ON1N=NC2C=CC=NC1=2)=[N+](C)C)C.F[P-](F)(F)(F)(F)F.CCN(C(C)C)C(C)C.Cl.[NH2:64][C@:65]1([C:70]([NH:72][S:73]([C:76]2([CH2:79][F:80])[CH2:78][CH2:77]2)(=[O:75])=[O:74])=[O:71])[CH2:67][C@H:66]1[CH:68]=[CH2:69]. The catalyst is ClCCl. The product is [F:80][CH2:79][C:76]1([S:73]([NH:72][C:70]([C@@:65]2([NH:64][C:18]([C@@H:13]3[CH2:14][C@@H:15]([OH:17])[CH2:16][N:12]3[C:10](=[O:11])[C@@H:9]([NH:8][C:6](=[O:7])[O:5][C:1]([CH3:4])([CH3:2])[CH3:3])[C@H:21]([CH3:29])[CH2:22][CH:23]([CH3:28])[CH2:24][CH2:25][CH:26]=[CH2:27])=[O:19])[CH2:67][C@H:66]2[CH:68]=[CH2:69])=[O:71])(=[O:74])=[O:75])[CH2:77][CH2:78]1. The yield is 0.730. (4) The reactants are [F:1][C:2]1[C:3](OC)=[CH:4][C:5]2[S:9][C:8]([CH2:10][C:11]#[N:12])=[N:7][C:6]=2[CH:13]=1.[CH:16]1([C:19](Cl)=O)[CH2:18][CH2:17]1.[C:22]1(P(C2C=CC=CC=2)C2C=CC=CC=2)C=CC=CC=1.[OH2:41].[NH2:42][NH2:43]. The catalyst is ClCCl.CN(C1C=CN=CC=1)C.Cl.C(O)C.C(N(CC)CC)C.C(Cl)(Cl)(Cl)Cl. The product is [CH:16]1([C:19]2[C:10]([C:8]3[S:9][C:5]4[CH:4]=[C:3]([O:41][CH3:22])[C:2]([F:1])=[CH:13][C:6]=4[N:7]=3)=[C:11]([NH2:12])[NH:42][N:43]=2)[CH2:18][CH2:17]1. The yield is 0.290. (5) The reactants are [CH2:1]([O:8][C:9]1[N:24]=[C:23](Br)[C:22]([OH:26])=[C:21]([O:27][CH2:28][C:29]2[CH:34]=[CH:33][CH:32]=[CH:31][CH:30]=2)[C:10]=1[C:11]([O:13][CH2:14][C:15]1[CH:20]=[CH:19][CH:18]=[CH:17][CH:16]=1)=[O:12])[C:2]1[CH:7]=[CH:6][CH:5]=[CH:4][CH:3]=1.[CH3:35][N:36]1[C:44]2[C:39](=[CH:40][C:41](B(O)O)=[CH:42][CH:43]=2)[CH:38]=[CH:37]1.F[B-](F)(F)F.C([PH+](C(C)(C)C)C(C)(C)C)(C)(C)C.[F-].[K+]. The catalyst is C1COCC1.C1C=CC(/C=C/C(/C=C/C2C=CC=CC=2)=O)=CC=1.C1C=CC(/C=C/C(/C=C/C2C=CC=CC=2)=O)=CC=1.C1C=CC(/C=C/C(/C=C/C2C=CC=CC=2)=O)=CC=1.[Pd].[Pd]. The product is [CH2:1]([O:8][C:9]1[N:24]=[C:23]([C:41]2[CH:40]=[C:39]3[C:44](=[CH:43][CH:42]=2)[N:36]([CH3:35])[CH:37]=[CH:38]3)[C:22]([OH:26])=[C:21]([O:27][CH2:28][C:29]2[CH:34]=[CH:33][CH:32]=[CH:31][CH:30]=2)[C:10]=1[C:11]([O:13][CH2:14][C:15]1[CH:20]=[CH:19][CH:18]=[CH:17][CH:16]=1)=[O:12])[C:2]1[CH:7]=[CH:6][CH:5]=[CH:4][CH:3]=1. The yield is 0.960. (6) The reactants are [O:1]1[CH2:3][CH:2]1[CH2:4][O:5][C:6]1[C:18]2[C:17]3[C:12](=[CH:13][CH:14]=[CH:15][CH:16]=3)[NH:11][C:10]=2[CH:9]=[CH:8][CH:7]=1.[CH3:19][O:20][C:21]1[CH:30]=[CH:29][CH:28]=[CH:27][C:22]=1[O:23][CH2:24][CH2:25][NH2:26].[C:31]([OH:40])(=[O:39])[C:32]1[C:33](=[CH:35][CH:36]=[CH:37][CH:38]=1)[OH:34]. The catalyst is CC(O)C. The product is [CH3:19][O:20][C:21]1[CH:30]=[CH:29][CH:28]=[CH:27][C:22]=1[O:23][CH2:24][CH2:25][NH:26][CH2:3][CH:2]([OH:1])[CH2:4][O:5][C:6]1[CH:7]=[CH:8][CH:9]=[C:10]2[NH:11][C:12]3[CH:13]=[CH:14][CH:15]=[CH:16][C:17]=3[C:18]=12.[C:31]([O-:40])(=[O:39])[C:32]1[C:33](=[CH:35][CH:36]=[CH:37][CH:38]=1)[OH:34]. The yield is 0.700. (7) The reactants are [CH2:1]([O:3][C:4]([NH:6][C:7]1[C:15]2[NH:14][CH:13]3[CH2:16][CH2:17][N:18]([C:20]([O:22][CH2:23][CH3:24])=[O:21])[CH2:19][CH:12]3[C:11]=2[CH:10]=[CH:9][CH:8]=1)=[O:5])[CH3:2].[H-].[Na+].[C:27](Cl)(=[O:29])[CH3:28]. The catalyst is CN(C=O)C.CN(C1C=CN=CC=1)C.O. The product is [O:29]=[C:27]1[N:14]2[CH:13]3[CH2:16][CH2:17][N:18]([C:20]([O:22][CH2:23][CH3:24])=[O:21])[CH2:19][CH:12]3[C:11]3[C:15]2=[C:7]([CH:8]=[CH:9][CH:10]=3)[N:6]([C:4]([O:3][CH2:1][CH3:2])=[O:5])[CH2:28]1. The yield is 0.570. (8) The reactants are [CH2:1]([O:3][C:4]1[CH:5]=[C:6]2[C:11](=[CH:12][C:13]=1[O:14][CH3:15])[N:10]=[CH:9][N:8]=[C:7]2[S:16][C:17]1[CH:18]=[C:19]([CH:21]=[CH:22][CH:23]=1)[NH2:20])[CH3:2].[F:24][C:25]([F:45])([F:44])[C:26]([C:29]1[O:33][N:32]=[C:31]([NH:34][C:35](=O)[O:36]C2C=CC=CC=2)[CH:30]=1)([CH3:28])[CH3:27]. The catalyst is C1COCC1.CN(C)C1C=CN=CC=1. The product is [CH2:1]([O:3][C:4]1[CH:5]=[C:6]2[C:11](=[CH:12][C:13]=1[O:14][CH3:15])[N:10]=[CH:9][N:8]=[C:7]2[S:16][C:17]1[CH:18]=[C:19]([NH:20][C:35]([NH:34][C:31]2[CH:30]=[C:29]([C:26]([CH3:28])([CH3:27])[C:25]([F:45])([F:44])[F:24])[O:33][N:32]=2)=[O:36])[CH:21]=[CH:22][CH:23]=1)[CH3:2]. The yield is 0.210. (9) The reactants are [F:1][C:2]([F:7])([F:6])[C:3]([OH:5])=[O:4].C(OC(=O)[NH:14][CH:15]([CH2:34][C:35]1[CH:40]=[CH:39][C:38]([OH:41])=[CH:37][CH:36]=1)[C:16]([N:18]1[CH2:21][C:20]([O:29][CH2:30][CH2:31][CH2:32][CH3:33])([C:22]2[CH:27]=[CH:26][CH:25]=[CH:24][C:23]=2[CH3:28])[CH2:19]1)=[O:17])(C)(C)C. The catalyst is ClCCl. The product is [F:1][C:2]([F:7])([F:6])[C:3]([OH:5])=[O:4].[NH2:14][CH:15]([CH2:34][C:35]1[CH:36]=[CH:37][C:38]([OH:41])=[CH:39][CH:40]=1)[C:16]([N:18]1[CH2:19][C:20]([O:29][CH2:30][CH2:31][CH2:32][CH3:33])([C:22]2[CH:27]=[CH:26][CH:25]=[CH:24][C:23]=2[CH3:28])[CH2:21]1)=[O:17]. The yield is 1.00. (10) The reactants are [CH:1]1([CH2:6][CH:7]([N:11]2[C:16](=[O:17])[CH:15]=[C:14]([O:18][C:19]3[CH:24]=[CH:23][CH:22]=[CH:21][CH:20]=3)[CH:13]=[N:12]2)[C:8]([OH:10])=O)[CH2:5][CH2:4][CH2:3][CH2:2]1.[S:25]1[CH:29]=[CH:28][N:27]=[C:26]1[NH2:30]. No catalyst specified. The product is [CH:1]1([CH2:6][CH:7]([N:11]2[C:16](=[O:17])[CH:15]=[C:14]([O:18][C:19]3[CH:20]=[CH:21][CH:22]=[CH:23][CH:24]=3)[CH:13]=[N:12]2)[C:8]([NH:30][C:26]2[S:25][CH:29]=[CH:28][N:27]=2)=[O:10])[CH2:5][CH2:4][CH2:3][CH2:2]1. The yield is 0.453.